From a dataset of Catalyst prediction with 721,799 reactions and 888 catalyst types from USPTO. Predict which catalyst facilitates the given reaction. (1) Reactant: [CH3:1][CH2:2][C:3]([OH:5])=O.[Cl:6][S:7]([N:10]=C=O)(=[O:9])=[O:8]. Product: [C:3]([NH:10][S:7]([Cl:6])(=[O:9])=[O:8])(=[O:5])[CH2:2][CH3:1]. The catalyst class is: 48. (2) Reactant: Cl.[N:2]12[CH2:9][CH2:8][C:5]([O:10][C:11]([NH:13][C:14]3[CH:19]=[C:18]([CH2:20][CH2:21][CH2:22][C:23]([OH:25])=O)[CH:17]=[CH:16][C:15]=3[C:26]3[CH:31]=[CH:30][CH:29]=[CH:28][CH:27]=3)=[O:12])([CH2:6][CH2:7]1)[CH2:4][CH2:3]2.CN(C(ON1N=NC2C=CC=NC1=2)=[N+](C)C)C.F[P-](F)(F)(F)(F)F.[NH2:56][C:57]1[CH:62]=[CH:61][C:60]([CH2:63][OH:64])=[CH:59][CH:58]=1. Product: [N:2]12[CH2:3][CH2:4][C:5]([O:10][C:11](=[O:12])[NH:13][C:14]3[CH:19]=[C:18]([CH2:20][CH2:21][CH2:22][C:23]([NH:56][C:57]4[CH:62]=[CH:61][C:60]([CH2:63][OH:64])=[CH:59][CH:58]=4)=[O:25])[CH:17]=[CH:16][C:15]=3[C:26]3[CH:27]=[CH:28][CH:29]=[CH:30][CH:31]=3)([CH2:8][CH2:9]1)[CH2:6][CH2:7]2. The catalyst class is: 3. (3) Reactant: C(OC(=O)[N:5]([CH2:29][CH:30](OC)OC)[CH:6]([C:16]1[CH:21]=[CH:20][C:19]([O:22][CH2:23][CH2:24][CH2:25][OH:26])=[C:18]([O:27][CH3:28])[CH:17]=1)[CH2:7][C:8]1[CH:13]=[CH:12][CH:11]=[C:10]([O:14][CH3:15])[CH:9]=1)C.Cl.[C:37]([O:40][CH2:41][CH3:42])(=[O:39])C.CCCCCC. Product: [CH2:41]([O:40][C:37]([N:5]1[CH:29]=[CH:30][C:21]2[C:16](=[CH:17][C:18]([O:27][CH3:28])=[C:19]([O:22][CH2:23][CH2:24][CH2:25][OH:26])[CH:20]=2)[CH:6]1[CH2:7][C:8]1[CH:13]=[CH:12][CH:11]=[C:10]([O:14][CH3:15])[CH:9]=1)=[O:39])[CH3:42]. The catalyst class is: 95. (4) Reactant: [H-].[Na+].[NH:3]1[C:11]2[C:6](=[CH:7][C:8]([O:12][C:13]3[CH:18]=[CH:17][N:16]=[C:15]([NH2:19])[CH:14]=3)=[CH:9][CH:10]=2)[CH:5]=[CH:4]1.[CH2:20]([NH:22][C:23](=O)[O:24]C1C=CC=CC=1)[CH3:21]. Product: [CH2:20]([NH:22][C:23]([N:3]1[C:11]2[C:6](=[CH:7][C:8]([O:12][C:13]3[CH:18]=[CH:17][N:16]=[C:15]([NH2:19])[CH:14]=3)=[CH:9][CH:10]=2)[CH:5]=[CH:4]1)=[O:24])[CH3:21]. The catalyst class is: 9.